From a dataset of Full USPTO retrosynthesis dataset with 1.9M reactions from patents (1976-2016). Predict the reactants needed to synthesize the given product. The reactants are: [Cl:1][C:2]1[CH:3]=[C:4]([NH:8][CH2:9][C:10]2[C:19]3[C:14](=[C:15]([F:21])[C:16]([F:20])=[CH:17][CH:18]=3)[NH:13][C:12](=[O:22])[CH:11]=2)[CH:5]=[CH:6][CH:7]=1.[CH3:23][C:24]1[N:25]=[N:26][S:27][C:28]=1[C:29](O)=[O:30]. Given the product [Cl:1][C:2]1[CH:3]=[C:4]([N:8]([CH2:9][C:10]2[C:19]3[C:14](=[C:15]([F:21])[C:16]([F:20])=[CH:17][CH:18]=3)[NH:13][C:12](=[O:22])[CH:11]=2)[C:29]([C:28]2[S:27][N:26]=[N:25][C:24]=2[CH3:23])=[O:30])[CH:5]=[CH:6][CH:7]=1, predict the reactants needed to synthesize it.